Dataset: Peptide-MHC class I binding affinity with 185,985 pairs from IEDB/IMGT. Task: Regression. Given a peptide amino acid sequence and an MHC pseudo amino acid sequence, predict their binding affinity value. This is MHC class I binding data. (1) The peptide sequence is DKLVDPINY. The MHC is HLA-B40:01 with pseudo-sequence HLA-B40:01. The binding affinity (normalized) is 0.0344. (2) The peptide sequence is WTIGYDTIY. The MHC is HLA-A02:03 with pseudo-sequence HLA-A02:03. The binding affinity (normalized) is 0.0847. (3) The MHC is HLA-B83:01 with pseudo-sequence HLA-B83:01. The binding affinity (normalized) is 0.213. The peptide sequence is MRYFIGQPL. (4) The peptide sequence is EVVGSYIRY. The MHC is HLA-B39:01 with pseudo-sequence HLA-B39:01. The binding affinity (normalized) is 0.0847. (5) The MHC is Mamu-B17 with pseudo-sequence Mamu-B17. The peptide sequence is KCVRMYNPTNI. The binding affinity (normalized) is 0. (6) The peptide sequence is LLTHGADPNA. The MHC is HLA-A02:03 with pseudo-sequence HLA-A02:03. The binding affinity (normalized) is 0.175. (7) The peptide sequence is LYEASTTYL. The MHC is HLA-B15:01 with pseudo-sequence HLA-B15:01. The binding affinity (normalized) is 0.213. (8) The peptide sequence is EEIAVQNWL. The MHC is HLA-B44:02 with pseudo-sequence HLA-B44:02. The binding affinity (normalized) is 0.821. (9) The peptide sequence is RRARSLSAERY. The MHC is HLA-B40:02 with pseudo-sequence HLA-B40:02. The binding affinity (normalized) is 0. (10) The peptide sequence is FPVRPQVPLR. The MHC is HLA-B40:01 with pseudo-sequence HLA-B40:01. The binding affinity (normalized) is 0.